Dataset: Forward reaction prediction with 1.9M reactions from USPTO patents (1976-2016). Task: Predict the product of the given reaction. (1) Given the reactants [CH3:1][S-:2].[Na+].O1CCCC1.[CH:9]([C:13]1[C:14](Cl)=[N:15][C:16]([N:26]2[CH:30]=[CH:29][CH:28]=[N:27]2)=[N:17][C:18]=1[N:19]1[CH2:24][CH2:23][CH:22]([CH3:25])[CH2:21][CH2:20]1)([CH2:11][CH3:12])[CH3:10], predict the reaction product. The product is: [CH:9]([C:13]1[C:14]([S:2][CH3:1])=[N:15][C:16]([N:26]2[CH:30]=[CH:29][CH:28]=[N:27]2)=[N:17][C:18]=1[N:19]1[CH2:24][CH2:23][CH:22]([CH3:25])[CH2:21][CH2:20]1)([CH2:11][CH3:12])[CH3:10]. (2) Given the reactants [Br:1][C:2]1[CH:3]=[C:4]([CH:26]=[CH:27][CH:28]=1)[CH2:5][C@@:6]([CH3:25])([C:21]([O:23][CH3:24])=[O:22])[N:7]=C(C1C=CC=CC=1)C1C=CC=CC=1.Cl, predict the reaction product. The product is: [NH3:7].[Br:1][C:2]1[CH:3]=[C:4]([CH:26]=[CH:27][CH:28]=1)[CH2:5][C@@:6]([CH3:25])([C:21]([O:23][CH3:24])=[O:22])[NH2:7]. (3) Given the reactants C[O:2][C:3](=O)[C:4]1[CH:9]=[CH:8][C:7]([CH3:10])=[C:6]([NH:11][C:12]2[N:17]=[C:16]([C:18]3[CH:19]=[N:20][CH:21]=[CH:22][CH:23]=3)[CH:15]=[CH:14][N:13]=2)[CH:5]=1.[NH2:25][NH2:26], predict the reaction product. The product is: [N:20]1[CH:21]=[CH:22][CH:23]=[C:18]([C:16]2[CH:15]=[CH:14][N:13]=[C:12]([NH:11][C:6]3[CH:5]=[C:4]([CH:9]=[CH:8][C:7]=3[CH3:10])[C:3]([NH:25][NH2:26])=[O:2])[N:17]=2)[CH:19]=1. (4) Given the reactants [OH:1][C:2]1[CH:7]=[CH:6][C:5]([C:8]2[CH:16]=[C:15]3[C:11]([C:12]([C:24]([O:26]CC)=[O:25])=[CH:13][N:14]3C(OC(C)(C)C)=O)=[CH:10][CH:9]=2)=[CH:4][CH:3]=1.Cl[CH2:30][C:31]1[C:32]([C:39]2[C:44]([Cl:45])=[CH:43][CH:42]=[CH:41][C:40]=2[Cl:46])=[N:33][O:34][C:35]=1[CH:36]([CH3:38])[CH3:37].C(=O)([O-])[O-].[K+].[K+].[OH-].[Na+], predict the reaction product. The product is: [Cl:45][C:44]1[CH:43]=[CH:42][CH:41]=[C:40]([Cl:46])[C:39]=1[C:32]1[C:31]([CH2:30][O:1][C:2]2[CH:7]=[CH:6][C:5]([C:8]3[CH:16]=[C:15]4[C:11]([C:12]([C:24]([OH:26])=[O:25])=[CH:13][NH:14]4)=[CH:10][CH:9]=3)=[CH:4][CH:3]=2)=[C:35]([CH:36]([CH3:38])[CH3:37])[O:34][N:33]=1.